Predict the reactants needed to synthesize the given product. From a dataset of Retrosynthesis with 50K atom-mapped reactions and 10 reaction types from USPTO. The reactants are: COC(=O)CC#N.O=C1CCOC2(CCCC2)C1. Given the product COC(=O)/C(C#N)=C1/CCOC2(CCCC2)C1, predict the reactants needed to synthesize it.